Dataset: Peptide-MHC class I binding affinity with 185,985 pairs from IEDB/IMGT. Task: Regression. Given a peptide amino acid sequence and an MHC pseudo amino acid sequence, predict their binding affinity value. This is MHC class I binding data. (1) The peptide sequence is THADAHTQL. The MHC is HLA-B51:01 with pseudo-sequence HLA-B51:01. The binding affinity (normalized) is 0.0847. (2) The peptide sequence is FPMAQVHQGL. The MHC is Mamu-A2201 with pseudo-sequence Mamu-A2201. The binding affinity (normalized) is 0.571. (3) The peptide sequence is EFFDCFKYI. The MHC is HLA-A24:02 with pseudo-sequence HLA-A24:02. The binding affinity (normalized) is 0.0888. (4) The peptide sequence is RARKRGITM. The MHC is HLA-B08:01 with pseudo-sequence HLA-B08:01. The binding affinity (normalized) is 0.797. (5) The peptide sequence is ATFRLECPY. The MHC is HLA-B08:03 with pseudo-sequence HLA-B08:03. The binding affinity (normalized) is 0.0847. (6) The peptide sequence is QETWTRLVL. The MHC is HLA-B40:01 with pseudo-sequence HLA-B40:01. The binding affinity (normalized) is 0.661.